Dataset: Reaction yield outcomes from USPTO patents with 853,638 reactions. Task: Predict the reaction yield, written as a fraction of the theoretical maximum amount of product (1.0 means a 100% yield; for example, 0.34 means a 34% yield). (1) The reactants are [CH:1]1([CH2:6][CH:7]([C:20]2[CH:25]=[CH:24][C:23]([Cl:26])=[C:22]([Cl:27])[CH:21]=2)[C:8]([NH:10][C:11]2[S:12][CH:13]=[C:14]([CH2:16][C:17]([OH:19])=[O:18])[N:15]=2)=[O:9])[CH2:5][CH2:4][CH2:3][CH2:2]1.[CH3:28]O. The catalyst is S(=O)(=O)(O)O. The product is [CH3:28][O:18][C:17](=[O:19])[CH2:16][C:14]1[N:15]=[C:11]([NH:10][C:8](=[O:9])[CH:7]([C:20]2[CH:25]=[CH:24][C:23]([Cl:26])=[C:22]([Cl:27])[CH:21]=2)[CH2:6][CH:1]2[CH2:5][CH2:4][CH2:3][CH2:2]2)[S:12][CH:13]=1. The yield is 0.780. (2) The reactants are C([N:5]1[CH2:9][CH2:8][CH2:7][C:6]1=O)=CCC.C(OC)(=O)[C:12]1[CH:17]=[CH:16][CH:15]=[N:14][CH:13]=1. The catalyst is CN(C=O)C. The product is [CH:16]1[CH:15]=[N:14][CH:13]=[C:12]([C:6]2[CH2:7][CH2:8][CH2:9][N:5]=2)[CH:17]=1. The yield is 0.772. (3) The reactants are [CH3:1][N:2]1[C:6]2[CH:7]=[C:8]([O:36][C:37]3[CH:42]=[CH:41][CH:40]=[C:39]([O:43][CH2:44][CH2:45][CH3:46])[CH:38]=3)[C:9]([NH:11][S:12]([C:15]3[CH:16]=[C:17]([CH:33]=[CH:34][CH:35]=3)[O:18][CH2:19]/[CH:20]=[CH:21]/[CH2:22][CH2:23][CH2:24][NH:25]C(=O)OC(C)(C)C)(=[O:14])=[O:13])=[CH:10][C:5]=2[N:4]([CH3:47])[C:3]1=[O:48].[C:49]([OH:55])([C:51]([F:54])([F:53])[F:52])=[O:50]. The catalyst is C(Cl)Cl. The product is [F:52][C:51]([F:54])([F:53])[C:49]([OH:55])=[O:50].[NH2:25][CH2:24][CH2:23][CH2:22]/[CH:21]=[CH:20]/[CH2:19][O:18][C:17]1[CH:16]=[C:15]([S:12]([NH:11][C:9]2[C:8]([O:36][C:37]3[CH:42]=[CH:41][CH:40]=[C:39]([O:43][CH2:44][CH2:45][CH3:46])[CH:38]=3)=[CH:7][C:6]3[N:2]([CH3:1])[C:3](=[O:48])[N:4]([CH3:47])[C:5]=3[CH:10]=2)(=[O:13])=[O:14])[CH:35]=[CH:34][CH:33]=1. The yield is 0.650. (4) The product is [CH2:12]([C:10]1[C:15]([CH:16]([CH2:21][CH2:22][CH3:23])[C:17]([OH:19])=[O:18])=[C:14]([CH3:24])[N:13]=[C:12]([C:25]2[CH:26]=[CH:27][CH:28]=[CH:29][CH:30]=2)[N:11]=1)[C:25]1[CH:30]=[CH:29][CH:28]=[CH:27][CH:26]=1. The catalyst is CO. The reactants are [OH-].[Na+].ClC1C=CC([C:10]2[C:15]([CH:16]([CH2:21][CH2:22][CH3:23])[C:17]([O:19]C)=[O:18])=[C:14]([CH3:24])[N:13]=[C:12]([C:25]3[CH:30]=[CH:29][CH:28]=[CH:27][CH:26]=3)[N:11]=2)=C(OC)C=1. The yield is 0.840. (5) The reactants are Cl[C:2]1[C:11]2[C:6](=[C:7]([C:12]([NH:14][C:15]3[C:20]([Cl:21])=[CH:19][CH:18]=[C:17]([NH:22][S:23]([CH2:26][CH2:27][CH2:28][F:29])(=[O:25])=[O:24])[C:16]=3[Cl:30])=[O:13])[CH:8]=[CH:9][CH:10]=2)[N:5]=[CH:4][N:3]=1.[CH3:31][Al](C)C. The catalyst is C1C=CC([P]([Pd]([P](C2C=CC=CC=2)(C2C=CC=CC=2)C2C=CC=CC=2)([P](C2C=CC=CC=2)(C2C=CC=CC=2)C2C=CC=CC=2)[P](C2C=CC=CC=2)(C2C=CC=CC=2)C2C=CC=CC=2)(C2C=CC=CC=2)C2C=CC=CC=2)=CC=1.C1COCC1. The product is [Cl:30][C:16]1[C:17]([NH:22][S:23]([CH2:26][CH2:27][CH2:28][F:29])(=[O:25])=[O:24])=[CH:18][CH:19]=[C:20]([Cl:21])[C:15]=1[NH:14][C:12]([C:7]1[CH:8]=[CH:9][CH:10]=[C:11]2[C:6]=1[N:5]=[CH:4][N:3]=[C:2]2[CH3:31])=[O:13]. The yield is 0.110. (6) The reactants are [O:1]=[C:2]1[NH:7][C:6]2[CH:8]=[C:9]([CH2:12][N:13]3[CH2:18][CH2:17][N:16]([C:19]4[CH:28]=[CH:27][C:22]([C:23]([O:25]C)=[O:24])=[CH:21][CH:20]=4)[CH2:15][CH2:14]3)[CH:10]=[N:11][C:5]=2[N:4]2[CH2:29][CH2:30][CH2:31][CH2:32][C@@H:3]12.[Li+].[OH-]. The catalyst is O1CCOCC1. The product is [O:1]=[C:2]1[NH:7][C:6]2[CH:8]=[C:9]([CH2:12][N:13]3[CH2:14][CH2:15][N:16]([C:19]4[CH:28]=[CH:27][C:22]([C:23]([OH:25])=[O:24])=[CH:21][CH:20]=4)[CH2:17][CH2:18]3)[CH:10]=[N:11][C:5]=2[N:4]2[CH2:29][CH2:30][CH2:31][CH2:32][C@@H:3]12. The yield is 0.830. (7) The yield is 0.820. The reactants are [O:1]1[CH2:6][CH2:5][CH2:4][O:3][CH:2]1[C:7]1[CH:8]=[CH:9][C:10]([C:13]2[S:21][C:20]3[C:15](=[N:16][CH:17]=[CH:18][C:19]=3Cl)[CH:14]=2)=[N:11][CH:12]=1.C(=O)([O-])[O-].[Na+].[Na+].[F:29][C:30]1[CH:35]=[C:34]([N+:36]([O-:38])=[O:37])[CH:33]=[CH:32][C:31]=1[OH:39]. The product is [O:1]1[CH2:6][CH2:5][CH2:4][O:3][CH:2]1[C:7]1[CH:8]=[CH:9][C:10]([C:13]2[S:21][C:20]3[C:15](=[N:16][CH:17]=[CH:18][C:19]=3[O:39][C:31]3[CH:32]=[CH:33][C:34]([N+:36]([O-:38])=[O:37])=[CH:35][C:30]=3[F:29])[CH:14]=2)=[N:11][CH:12]=1. The catalyst is C1(OC2C=CC=CC=2)C=CC=CC=1.C(Cl)Cl.